From a dataset of PAMPA (Parallel Artificial Membrane Permeability Assay) permeability data from NCATS. Regression/Classification. Given a drug SMILES string, predict its absorption, distribution, metabolism, or excretion properties. Task type varies by dataset: regression for continuous measurements (e.g., permeability, clearance, half-life) or binary classification for categorical outcomes (e.g., BBB penetration, CYP inhibition). Dataset: pampa_ncats. (1) The drug is COC1=CC(=CC(=C1O)OC)C2=NC(=C(N2)C3=CC=CS3)C4=CC=CC=C4. The result is 1 (high permeability). (2) The drug is CC(=O)C1=CC=C(C=C1)N2CCN(CC2)C(=O)C3=CC4=C(C=C3)NC(=O)C4. The result is 1 (high permeability). (3) The drug is CC1=CC=C(C=C1)S(=O)(=O)NC2=CC=C(C=C2)C(=O)NC3=NC(=CS3)C4=CC=C(C=C4)Cl. The result is 1 (high permeability). (4) The result is 1 (high permeability). The compound is C1=CC=C(C=C1)C2=NC(=C(N=N2)C(F)(F)F)SC3=CC=CC(=C3)C(F)(F)F.